Dataset: Forward reaction prediction with 1.9M reactions from USPTO patents (1976-2016). Task: Predict the product of the given reaction. (1) Given the reactants Cl[CH2:2][C@H:3]([OH:28])[CH2:4][N:5]1[C:13]2[CH2:12][CH2:11][N:10]([S:14]([CH3:17])(=[O:16])=[O:15])[CH2:9][C:8]=2[C:7]([C:18]2[CH:23]=[CH:22][C:21]([C:24]([F:27])([F:26])[F:25])=[CH:20][CH:19]=2)=[N:6]1.[CH3:29][N:30]([CH3:48])[C:31]1[N:36]=[C:35]2[N:37]([CH:42]3[CH2:47][CH2:46][NH:45][CH2:44][CH2:43]3)[C:38](=[O:41])[N:39]([CH3:40])[C:34]2=[CH:33][CH:32]=1.C(=O)([O-])[O-].[K+].[K+], predict the reaction product. The product is: [CH3:29][N:30]([CH3:48])[C:31]1[N:36]=[C:35]2[N:37]([CH:42]3[CH2:47][CH2:46][N:45]([CH2:2][C@H:3]([OH:28])[CH2:4][N:5]4[C:13]5[CH2:12][CH2:11][N:10]([S:14]([CH3:17])(=[O:16])=[O:15])[CH2:9][C:8]=5[C:7]([C:18]5[CH:23]=[CH:22][C:21]([C:24]([F:27])([F:26])[F:25])=[CH:20][CH:19]=5)=[N:6]4)[CH2:44][CH2:43]3)[C:38](=[O:41])[N:39]([CH3:40])[C:34]2=[CH:33][CH:32]=1. (2) The product is: [C:18]([C:17]1[CH:12]([C:5]2[CH:6]=[CH:7][C:8]([C:10]#[N:11])=[CH:9][C:4]=2[C:3]([OH:34])=[O:2])[N:13]([CH3:33])[C:14](=[O:32])[N:15]([C:22]2[CH:27]=[CH:26][CH:25]=[C:24]([C:28]([F:31])([F:30])[F:29])[CH:23]=2)[C:16]=1[CH3:21])(=[O:20])[CH3:19]. Given the reactants C[O:2][C:3](=[O:34])[C:4]1[CH:9]=[C:8]([C:10]#[N:11])[CH:7]=[CH:6][C:5]=1[CH:12]1[C:17]([C:18](=[O:20])[CH3:19])=[C:16]([CH3:21])[N:15]([C:22]2[CH:27]=[CH:26][CH:25]=[C:24]([C:28]([F:31])([F:30])[F:29])[CH:23]=2)[C:14](=[O:32])[N:13]1[CH3:33].[OH-].[Li+].O.Cl, predict the reaction product.